This data is from Forward reaction prediction with 1.9M reactions from USPTO patents (1976-2016). The task is: Predict the product of the given reaction. (1) Given the reactants [Br:1]N1C(=O)CCC1=O.C(OOC(=O)C1C=CC=CC=1)(=O)C1C=CC=CC=1.[F:27][C:28]([F:44])([F:43])[C:29](=[O:42])[CH2:30][C:31]([C:34]1[CH:39]=[CH:38][CH:37]=[CH:36][C:35]=1[O:40][CH3:41])([CH3:33])[CH3:32], predict the reaction product. The product is: [F:27][C:28]([F:43])([F:44])[C:29](=[O:42])[CH2:30][C:31]([C:34]1[CH:39]=[C:38]([Br:1])[CH:37]=[CH:36][C:35]=1[O:40][CH3:41])([CH3:33])[CH3:32]. (2) Given the reactants [CH3:1][C:2]1([CH3:40])[N:6]([C:7]([O:9][C:10]([CH3:13])([CH3:12])[CH3:11])=[O:8])[C@@:5]([CH3:39])([C:14](=O)[NH:15][CH2:16][C:17]([C:19]2[CH:24]=[CH:23][C:22]([O:25][CH2:26][CH2:27][CH2:28][CH2:29][CH2:30][CH2:31][CH2:32][CH3:33])=[C:21]([C:34]([F:37])([F:36])[F:35])[CH:20]=2)=O)[CH2:4][O:3]1.[S:41]1C=CN=C1, predict the reaction product. The product is: [CH3:1][C:2]1([CH3:40])[N:6]([C:7]([O:9][C:10]([CH3:13])([CH3:12])[CH3:11])=[O:8])[C@@:5]([CH3:39])([C:14]2[S:41][C:17]([C:19]3[CH:24]=[CH:23][C:22]([O:25][CH2:26][CH2:27][CH2:28][CH2:29][CH2:30][CH2:31][CH2:32][CH3:33])=[C:21]([C:34]([F:37])([F:36])[F:35])[CH:20]=3)=[CH:16][N:15]=2)[CH2:4][O:3]1.